The task is: Predict the reaction yield, written as a fraction of the theoretical maximum amount of product (1.0 means a 100% yield; for example, 0.34 means a 34% yield).. This data is from Reaction yield outcomes from USPTO patents with 853,638 reactions. (1) The reactants are [O:1]([C:8]1[CH:13]=[CH:12][C:11]([CH2:14][C:15](Cl)=[N:16][OH:17])=[CH:10][N:9]=1)[C:2]1[CH:7]=[CH:6][CH:5]=[CH:4][CH:3]=1.[C:19]([C:21]1[C:22]([NH2:28])=[N:23][C:24]([NH2:27])=[CH:25][CH:26]=1)#[CH:20].C(N(CC)CC)C. The catalyst is O1CCCC1. The product is [O:1]([C:8]1[N:9]=[CH:10][C:11]([CH2:14][C:15]2[CH:20]=[C:19]([C:21]3[C:22]([NH2:28])=[N:23][C:24]([NH2:27])=[CH:25][CH:26]=3)[O:17][N:16]=2)=[CH:12][CH:13]=1)[C:2]1[CH:7]=[CH:6][CH:5]=[CH:4][CH:3]=1. The yield is 0.970. (2) The reactants are CC1C=CC(S(O[CH2:12][CH2:13][NH:14][C:15]2[C:16](=[O:32])[N:17]([C:28]([CH3:31])([CH3:30])[CH3:29])[S:18](=[O:27])(=[O:26])[C:19]=2[C:20]2[CH:25]=[CH:24][CH:23]=[CH:22][CH:21]=2)(=O)=O)=CC=1.[CH3:33][S:34]([O:37][C:38]1[CH:43]=[CH:42][CH:41]=[CH:40][C:39]=1[OH:44])(=[O:36])=[O:35].C(=O)([O-])[O-].[K+].[K+]. The catalyst is CC#N. The product is [CH3:33][S:34]([O:37][C:38]1[CH:43]=[CH:42][CH:41]=[CH:40][C:39]=1[O:44][CH2:12][CH2:13][NH:14][C:15]1[C:16](=[O:32])[N:17]([C:28]([CH3:31])([CH3:30])[CH3:29])[S:18](=[O:27])(=[O:26])[C:19]=1[C:20]1[CH:21]=[CH:22][CH:23]=[CH:24][CH:25]=1)(=[O:36])=[O:35]. The yield is 0.585. (3) The reactants are [NH2:1][C:2]1[CH:7]=[CH:6][C:5]([Cl:8])=[CH:4][C:3]=1[C:9]([C:11]1[CH:16]=[CH:15][CH:14]=[CH:13][CH:12]=1)=O.[CH:17]1([C:20](=O)[CH2:21][C:22]([O:24][CH3:25])=[O:23])[CH2:19][CH2:18]1.[O-]S(C(F)(F)F)(=O)=O.[Yb+3].[O-]S(C(F)(F)F)(=O)=O.[O-]S(C(F)(F)F)(=O)=O. The catalyst is CCO. The product is [CH3:25][O:24][C:22]([C:21]1[C:20]([CH:17]2[CH2:19][CH2:18]2)=[N:1][C:2]2[C:3]([C:9]=1[C:11]1[CH:16]=[CH:15][CH:14]=[CH:13][CH:12]=1)=[CH:4][C:5]([Cl:8])=[CH:6][CH:7]=2)=[O:23]. The yield is 0.460.